This data is from Full USPTO retrosynthesis dataset with 1.9M reactions from patents (1976-2016). The task is: Predict the reactants needed to synthesize the given product. (1) Given the product [C:1]([C:3]1[CH:11]=[CH:10][C:6]([C:7]([Cl:16])=[O:8])=[C:5]([F:12])[CH:4]=1)#[N:2], predict the reactants needed to synthesize it. The reactants are: [C:1]([C:3]1[CH:11]=[CH:10][C:6]([C:7](O)=[O:8])=[C:5]([F:12])[CH:4]=1)#[N:2].C(Cl)(=O)C([Cl:16])=O. (2) Given the product [CH2:11]([O:13][C:14]1[CH:19]=[C:18]([C:2]2[N:7]=[CH:6][C:5]([C:8]([OH:10])=[O:9])=[CH:4][N:3]=2)[CH:17]=[CH:16][CH:15]=1)[CH3:12], predict the reactants needed to synthesize it. The reactants are: Cl[C:2]1[N:7]=[CH:6][C:5]([C:8]([OH:10])=[O:9])=[CH:4][N:3]=1.[CH2:11]([O:13][C:14]1[CH:15]=[C:16](B(O)O)[CH:17]=[CH:18][CH:19]=1)[CH3:12].C(=O)([O-])[O-].[Na+].[Na+]. (3) Given the product [Cl:1][C:2]1[CH:3]=[C:4]([OH:21])[C:5]([NH:8][S:9]([CH2:12][C:13]2[CH:18]=[C:17]([F:29])[CH:16]=[C:15]([Cl:20])[CH:14]=2)(=[O:11])=[O:10])=[N:6][CH:7]=1, predict the reactants needed to synthesize it. The reactants are: [Cl:1][C:2]1[CH:3]=[C:4]([OH:21])[C:5]([NH:8][S:9]([CH2:12][C:13]2[CH:18]=[C:17](Cl)[CH:16]=[C:15]([Cl:20])[CH:14]=2)(=[O:11])=[O:10])=[N:6][CH:7]=1.ClC1C=C(CS(Cl)(=O)=O)C=C([F:29])C=1.ClC1C=C(CS(Cl)(=O)=O)C=C(Cl)C=1.S(Cl)(Cl)(=O)=O. (4) Given the product [CH3:17][C:7]1[C:6]([CH3:18])=[C:5]([OH:4])[C:15]([CH3:16])=[CH:14][C:8]=1[O:9][CH2:10][CH:11]([OH:13])[CH2:12][N:30]1[CH2:29][CH2:28][N:27]([C:22]2[CH:23]=[CH:24][CH:25]=[CH:26][C:21]=2[O:20][CH3:19])[CH2:32][CH2:31]1, predict the reactants needed to synthesize it. The reactants are: C([O:4][C:5]1[C:15]([CH3:16])=[CH:14][C:8]([O:9][CH2:10][CH:11]2[O:13][CH2:12]2)=[C:7]([CH3:17])[C:6]=1[CH3:18])(=O)C.[CH3:19][O:20][C:21]1[CH:26]=[CH:25][CH:24]=[CH:23][C:22]=1[N:27]1[CH2:32][CH2:31][NH:30][CH2:29][CH2:28]1. (5) Given the product [O:1]1[CH2:6][CH2:5][CH:4]([O:7][C:9](=[O:11])[N:53]([CH:54]2[CH2:56][CH2:55]2)[CH2:52][C@H:29]2[C@H:30]([CH2:32][C@H:33]([CH2:37][C:38]3[CH:43]=[CH:42][C:41]([O:44][CH3:45])=[C:40]([O:46][CH2:47][CH2:48][CH2:49][O:50][CH3:51])[CH:39]=3)[CH:34]([CH3:35])[CH3:36])[CH2:31][NH:27][CH2:28]2)[CH2:3][CH2:2]1, predict the reactants needed to synthesize it. The reactants are: [O:1]1[CH2:6][CH2:5][CH:4]([OH:7])[CH2:3][CH2:2]1.Cl[C:9](Cl)([O:11]C(=O)OC(Cl)(Cl)Cl)Cl.C(OC([N:27]1[CH2:31][C@@H:30]([CH2:32][C@H:33]([CH2:37][C:38]2[CH:43]=[CH:42][C:41]([O:44][CH3:45])=[C:40]([O:46][CH2:47][CH2:48][CH2:49][O:50][CH3:51])[CH:39]=2)[CH:34]([CH3:36])[CH3:35])[C@H:29]([CH2:52][NH:53][CH:54]2[CH2:56][CH2:55]2)[CH2:28]1)=O)(C)(C)C. (6) Given the product [F:17][C:18]([F:29])([F:28])[C:19]1[CH:24]=[C:23]([C:2]2[CH:3]=[CH:4][C:5]3[S:12](=[O:14])(=[O:13])[N:11]4[CH2:15][C@H:8]([CH2:9][CH2:10]4)[NH:7][C:6]=3[N:16]=2)[CH:22]=[CH:21][CH:20]=1, predict the reactants needed to synthesize it. The reactants are: Cl[C:2]1[CH:3]=[CH:4][C:5]2[S:12](=[O:14])(=[O:13])[N:11]3[CH2:15][C@H:8]([CH2:9][CH2:10]3)[NH:7][C:6]=2[N:16]=1.[F:17][C:18]([F:29])([F:28])[C:19]1[CH:20]=[C:21](B(O)O)[CH:22]=[CH:23][CH:24]=1.C(=O)([O-])[O-].[Cs+].[Cs+].O1CCOCC1. (7) Given the product [NH2:17][C:11]1[N:10]=[C:9]([O:18][CH2:19][CH2:20][CH2:21][CH3:22])[N:8]=[C:7]2[C:12]=1[NH:13][C:14](=[O:15])[N:6]2[CH2:5][CH2:4][CH2:3][CH2:2][NH:1][S:24]([C:27]1[CH:28]=[CH:29][C:30]([CH2:33][CH2:34][C:35]([O:37][CH3:38])=[O:36])=[CH:31][CH:32]=1)(=[O:26])=[O:25], predict the reactants needed to synthesize it. The reactants are: [NH2:1][CH2:2][CH2:3][CH2:4][CH2:5][N:6]1[C:14]([O:15]C)=[N:13][C:12]2[C:7]1=[N:8][C:9]([O:18][CH2:19][CH2:20][CH2:21][CH3:22])=[N:10][C:11]=2[NH2:17].Cl[S:24]([C:27]1[CH:32]=[CH:31][C:30]([CH2:33][CH2:34][C:35]([O:37][CH3:38])=[O:36])=[CH:29][CH:28]=1)(=[O:26])=[O:25].